Dataset: Reaction yield outcomes from USPTO patents with 853,638 reactions. Task: Predict the reaction yield, written as a fraction of the theoretical maximum amount of product (1.0 means a 100% yield; for example, 0.34 means a 34% yield). The catalyst is CC#N. The yield is 0.840. The product is [Br:8][C:9]1[CH:10]=[CH:11][C:12]2[S:15](=[O:17])(=[O:16])[NH:18][C:5](=[O:6])[C:7]=2[CH:14]=1. The reactants are CC(O[C:5]([CH3:7])=[O:6])=O.[Br:8][C:9]1[CH:14]=C[C:12]([S:15]([NH2:18])(=[O:17])=[O:16])=[C:11](C)[CH:10]=1.